This data is from Reaction yield outcomes from USPTO patents with 853,638 reactions. The task is: Predict the reaction yield, written as a fraction of the theoretical maximum amount of product (1.0 means a 100% yield; for example, 0.34 means a 34% yield). (1) The reactants are [N+:1]([C:4]1[CH:5]=[C:6]([CH:9]=[CH:10][CH:11]=1)[CH:7]=O)([O-:3])=[O:2].[C:12]([NH:15][CH2:16][C:17]([OH:19])=[O:18])(=O)[CH3:13].C([O-])(=O)C.[Na+].C(OC(=O)C)(=O)C. No catalyst specified. The product is [CH3:13][C:12]1[O:19][C:17](=[O:18])[C:16](=[CH:7][C:6]2[CH:9]=[CH:10][CH:11]=[C:4]([N+:1]([O-:3])=[O:2])[CH:5]=2)[N:15]=1. The yield is 0.780. (2) The reactants are [Cl:1][C:2]1[CH:3]=[C:4]([CH:15]=[C:16]([Cl:18])[N:17]=1)[C:5]([C:7]1[CH:14]=[CH:13][CH:12]=[CH:11][C:8]=1[C:9]#[N:10])=O.CC(C)C[S:22]([NH2:24])=[O:23].[CH3:26]O.C(=O)([O-])O.[Na+].O1[CH2:37][CH2:36][CH2:35]C1. The catalyst is [O-]CC.[Ti+4].[O-]CC.[O-]CC.[O-]CC. The product is [C:9]([C:8]1[CH:11]=[CH:12][CH:13]=[CH:14][C:7]=1/[C:5](/[C:4]1[CH:3]=[C:2]([Cl:1])[N:17]=[C:16]([Cl:18])[CH:15]=1)=[N:24]/[S:22]([C:36]([CH3:35])([CH3:37])[CH3:26])=[O:23])#[N:10]. The yield is 0.440. (3) The reactants are [C@H:1]1([NH2:11])[C:10]2[C:5](=[CH:6][CH:7]=[CH:8][CH:9]=2)[CH2:4][CH2:3][CH2:2]1.[F:12][C:13]([F:24])([F:23])[C:14](O[C:14](=[O:15])[C:13]([F:24])([F:23])[F:12])=[O:15]. The catalyst is C(Cl)Cl. The product is [F:12][C:13]([F:24])([F:23])[C:14]([NH:11][C@H:1]1[C:10]2[C:5](=[CH:6][CH:7]=[CH:8][CH:9]=2)[CH2:4][CH2:3][CH2:2]1)=[O:15]. The yield is 0.800. (4) The reactants are [F:1][C:2]1[CH:7]=[CH:6][C:5]([C:8]2[CH:13](O)[CH2:12][N:11]([C:15]([O:17][C:18]([CH3:21])([CH3:20])[CH3:19])=[O:16])[CH2:10][CH:9]=2)=[CH:4][CH:3]=1.C1(P(C2C=CC=CC=2)C2C=CC=CC=2)C=CC=CC=1.[C:41]1(=[O:51])[NH:45][C:44](=[O:46])[C:43]2=[CH:47][CH:48]=[CH:49][CH:50]=[C:42]12.N(C(OC(C)C)=O)=NC(OC(C)C)=O. The catalyst is O1CCCC1. The product is [O:46]=[C:44]1[C:43]2[C:42](=[CH:50][CH:49]=[CH:48][CH:47]=2)[C:41](=[O:51])[N:45]1[CH:13]1[CH2:12][N:11]([C:15]([O:17][C:18]([CH3:21])([CH3:20])[CH3:19])=[O:16])[CH2:10][CH:9]=[C:8]1[C:5]1[CH:6]=[CH:7][C:2]([F:1])=[CH:3][CH:4]=1. The yield is 0.840. (5) The reactants are C([N:14]1[CH2:17][CH:16]([O:18][CH3:19])[CH2:15]1)(C1C=CC=CC=1)C1C=CC=CC=1.FC(F)(F)C(O)=O.C(N(CC)CC)C.[Cl:34][C:35]1[CH:40]=[CH:39][N:38]=[C:37]2[CH:41]=[C:42]([C:44](Cl)=[O:45])[S:43][C:36]=12. The catalyst is C(Cl)Cl.[Pd].CCO. The product is [Cl:34][C:35]1[CH:40]=[CH:39][N:38]=[C:37]2[CH:41]=[C:42]([C:44]([N:14]3[CH2:17][CH:16]([O:18][CH3:19])[CH2:15]3)=[O:45])[S:43][C:36]=12. The yield is 0.560. (6) The reactants are [CH:1]1([Mg]Br)[CH2:3][CH2:2]1.[F:6][C:7]1[CH:14]=[C:13]([N:15]2[CH2:19][CH2:18][N:17]([C:20]3[CH:21]=[N:22][CH:23]=[CH:24][C:25]=3[CH3:26])[C:16]2=[O:27])[CH:12]=[CH:11][C:8]=1[CH:9]=[O:10].CO. The catalyst is C1COCC1.C(Cl)(Cl)Cl. The yield is 0.994. The product is [CH:1]1([CH:9]([OH:10])[C:8]2[CH:11]=[CH:12][C:13]([N:15]3[CH2:19][CH2:18][N:17]([C:20]4[CH:21]=[N:22][CH:23]=[CH:24][C:25]=4[CH3:26])[C:16]3=[O:27])=[CH:14][C:7]=2[F:6])[CH2:3][CH2:2]1. (7) The reactants are [CH2:1]1[CH:6]2[CH2:7][CH2:8][CH2:9][N:5]2[CH2:4][CH2:3][N:2]1[C:10]1[CH:19]=[CH:18][C:13]([C:14]([O:16]C)=O)=[CH:12][CH:11]=1.[NH2:20][C:21]1[N:25](C(OC(C)(C)C)=O)[N:24]=[C:23]([CH2:33][CH2:34][C:35]2[CH:40]=[C:39]([O:41][CH3:42])[CH:38]=[C:37]([O:43][CH3:44])[CH:36]=2)[CH:22]=1.C[Si]([N-][Si](C)(C)C)(C)C.[Na+]. The catalyst is C1COCC1. The product is [CH2:1]1[CH:6]2[CH2:7][CH2:8][CH2:9][N:5]2[CH2:4][CH2:3][N:2]1[C:10]1[CH:11]=[CH:12][C:13]([C:14]([NH:20][C:21]2[NH:25][N:24]=[C:23]([CH2:33][CH2:34][C:35]3[CH:40]=[C:39]([O:41][CH3:42])[CH:38]=[C:37]([O:43][CH3:44])[CH:36]=3)[CH:22]=2)=[O:16])=[CH:18][CH:19]=1. The yield is 0.100.